The task is: Predict which catalyst facilitates the given reaction.. This data is from Catalyst prediction with 721,799 reactions and 888 catalyst types from USPTO. (1) Reactant: C([N:8]1[C:13](=[O:14])[CH:12]=[C:11]([C:15]2[CH:20]=[CH:19][N:18]=[C:17]([NH:21][C:22]3[N:26]([CH3:27])[N:25]=[CH:24][CH:23]=3)[N:16]=2)[CH:10]=[N:9]1)C1C=CC=CC=1.[Al+3].[Cl-].[Cl-].[Cl-]. Product: [CH3:27][N:26]1[C:22]([NH:21][C:17]2[N:16]=[C:15]([C:11]3[CH:10]=[N:9][NH:8][C:13](=[O:14])[CH:12]=3)[CH:20]=[CH:19][N:18]=2)=[CH:23][CH:24]=[N:25]1. The catalyst class is: 11. (2) Reactant: [BrH:1].[C:2]1([C:12]2[N:13]3[CH2:19][CH2:18][N:17]=[C:14]3[S:15][CH:16]=2)[C:11]2[C:6](=[CH:7][CH:8]=[CH:9][CH:10]=2)[CH:5]=[CH:4][CH:3]=1.C([O-])(O)=O.[Na+].[O-]S([O-])(=O)=O.[Mg+2].BrBr. Product: [BrH:1].[Br:1][C:16]1[S:15][C:14]2=[N:17][CH2:18][CH2:19][N:13]2[C:12]=1[C:2]1[C:11]2[C:6](=[CH:7][CH:8]=[CH:9][CH:10]=2)[CH:5]=[CH:4][CH:3]=1. The catalyst class is: 158.